Dataset: Full USPTO retrosynthesis dataset with 1.9M reactions from patents (1976-2016). Task: Predict the reactants needed to synthesize the given product. (1) Given the product [CH:1]([N:4]1[CH2:5][CH2:6][N:7]([CH2:10][C:12]2[S:16][C:15]([C:17]3[C:26]4[C:21](=[CH:22][CH:23]=[CH:24][CH:25]=4)[CH:20]=[CH:19][CH:18]=3)=[N:14][C:13]=2[CH3:27])[CH2:8][CH2:9]1)([CH3:3])[CH3:2], predict the reactants needed to synthesize it. The reactants are: [CH:1]([N:4]1[CH2:9][CH2:8][N:7]([C:10]([C:12]2[S:16][C:15]([C:17]3[C:26]4[C:21](=[CH:22][CH:23]=[CH:24][CH:25]=4)[CH:20]=[CH:19][CH:18]=3)=[N:14][C:13]=2[CH3:27])=O)[CH2:6][CH2:5]1)([CH3:3])[CH3:2].C1(C)C=CC=CC=1. (2) Given the product [CH2:1]([O:3][C:4](=[O:20])/[C:5](/[C:12]1[CH:13]=[CH:14][C:15]([S:23]([CH3:27])(=[O:25])=[O:22])=[CH:16][CH:17]=1)=[CH:6]/[CH2:7][CH2:8][CH:9]([CH3:10])[CH3:11])[CH3:2], predict the reactants needed to synthesize it. The reactants are: [CH2:1]([O:3][C:4](=[O:20])[C:5]([C:12]1[CH:17]=[CH:16][C:15](SC)=[CH:14][CH:13]=1)=[CH:6][CH2:7][CH2:8][CH:9]([CH3:11])[CH3:10])[CH3:2].O[O:22][S:23]([O-:25])=O.[K+].[CH3:27]O. (3) Given the product [F:15][C:16]1[CH:17]=[C:18]([C:2]2[CH:3]=[N:4][CH:5]=[C:6]3[C:11]=2[N:10]=[C:9]([C:12]([NH2:14])=[O:13])[CH:8]=[CH:7]3)[CH:19]=[CH:20][C:21]=1[F:22], predict the reactants needed to synthesize it. The reactants are: Br[C:2]1[CH:3]=[N:4][CH:5]=[C:6]2[C:11]=1[N:10]=[C:9]([C:12]([NH2:14])=[O:13])[CH:8]=[CH:7]2.[F:15][C:16]1[CH:17]=[C:18](B(O)O)[CH:19]=[CH:20][C:21]=1[F:22].C(=O)([O-])[O-].[Cs+].[Cs+]. (4) Given the product [C:46]([O:45][C:44]([NH:43][C@@H:27]([C:28]1[CH:33]=[C:32]([C:2]2[CH:23]=[C:22]([Cl:24])[CH:21]=[C:4]([CH2:5][O:6][C:7]3[CH:12]=[CH:11][CH:10]=[CH:9][C:8]=3[CH2:13][C:14]([O:16][C:17]([CH3:20])([CH3:19])[CH3:18])=[O:15])[CH:3]=2)[CH:31]=[CH:30][CH:29]=1)[CH2:26][OH:25])=[O:50])([CH3:49])([CH3:47])[CH3:48], predict the reactants needed to synthesize it. The reactants are: Br[C:2]1[CH:3]=[C:4]([CH:21]=[C:22]([Cl:24])[CH:23]=1)[CH2:5][O:6][C:7]1[CH:12]=[CH:11][CH:10]=[CH:9][C:8]=1[CH2:13][C:14]([O:16][C:17]([CH3:20])([CH3:19])[CH3:18])=[O:15].[OH:25][CH2:26][C@@H:27]([NH:43][C:44](=[O:50])[O:45][C:46]([CH3:49])([CH3:48])[CH3:47])[C:28]1[CH:33]=[CH:32][CH:31]=[C:30](B2OC(C)(C)C(C)(C)O2)[CH:29]=1.[O-]P([O-])([O-])=O.[K+].[K+].[K+].C(Cl)Cl. (5) Given the product [C:2]([N+:6]([O-:7])=[CH:13][C:12]1[CH:15]=[CH:16][C:9]([Br:8])=[CH:10][CH:11]=1)([CH3:5])([CH3:4])[CH3:3], predict the reactants needed to synthesize it. The reactants are: Cl.[C:2]([NH:6][OH:7])([CH3:5])([CH3:4])[CH3:3].[Br:8][C:9]1[CH:16]=[CH:15][C:12]([CH:13]=O)=[CH:11][CH:10]=1.CCN(CC)CC.[O-]S([O-])(=O)=O.[Mg+2]. (6) Given the product [C:1]([O:5][C:6]([NH:8][C@H:9]([C:10]1[NH:44][C:41]2[CH:42]=[CH:43][C:38]([C:34]([CH3:37])([CH3:36])[CH3:35])=[CH:39][C:40]=2[N:45]=1)[CH:13]([CH3:18])[C:14]([O:16][CH3:17])=[O:15])=[O:7])([CH3:4])([CH3:3])[CH3:2], predict the reactants needed to synthesize it. The reactants are: [C:1]([O:5][C:6]([NH:8][C@@H:9]([CH:13]([CH3:18])[C:14]([O:16][CH3:17])=[O:15])[C:10](O)=O)=[O:7])([CH3:4])([CH3:3])[CH3:2].CN1CCOCC1.C(OC(Cl)=O)C(C)C.[C:34]([C:38]1[CH:43]=[CH:42][C:41]([NH2:44])=[C:40]([NH2:45])[CH:39]=1)([CH3:37])([CH3:36])[CH3:35].